This data is from Full USPTO retrosynthesis dataset with 1.9M reactions from patents (1976-2016). The task is: Predict the reactants needed to synthesize the given product. (1) Given the product [C:48]([O:47][C:46]([NH:45][CH2:44][CH2:43][NH:42][C:2]([C:10]1[CH:9]=[CH:8][CH:7]=[CH:6][C:5]=1[C:4]([NH:3][C@H:12]([B:29]1[O:37][CH:36]2[C:31]([CH3:41])([CH:32]3[CH2:38][CH:34]([CH2:35]2)[C:33]3([CH3:39])[CH3:40])[O:30]1)[CH2:13][C:14]1[C:15]([O:27][CH3:28])=[C:16]([CH:24]=[CH:25][CH:26]=1)[C:17]([O:19][C:20]([CH3:23])([CH3:22])[CH3:21])=[O:18])=[O:11])=[O:1])=[O:52])([CH3:51])([CH3:50])[CH3:49], predict the reactants needed to synthesize it. The reactants are: [O:1]=[C:2]1[C:10]2[C:5](=[CH:6][CH:7]=[CH:8][CH:9]=2)[C:4](=[O:11])[N:3]1[C@H:12]([B:29]1[O:37][CH:36]2[C:31]([CH3:41])([CH:32]3[CH2:38][CH:34]([CH2:35]2)[C:33]3([CH3:40])[CH3:39])[O:30]1)[CH2:13][C:14]1[C:15]([O:27][CH3:28])=[C:16]([CH:24]=[CH:25][CH:26]=1)[C:17]([O:19][C:20]([CH3:23])([CH3:22])[CH3:21])=[O:18].[NH2:42][CH2:43][CH2:44][NH:45][C:46](=[O:52])[O:47][C:48]([CH3:51])([CH3:50])[CH3:49]. (2) Given the product [CH3:1][O:2][C:3]1[N:4]=[CH:5][C:6]([NH2:10])=[CH:7][C:8]=1[CH3:9], predict the reactants needed to synthesize it. The reactants are: [CH3:1][O:2][C:3]1[C:8]([CH3:9])=[CH:7][C:6]([N+:10]([O-])=O)=[CH:5][N:4]=1. (3) The reactants are: [Br:1][C:2]1[CH:10]=[CH:9][C:5]([C:6](O)=[O:7])=[CH:4][C:3]=1[F:11].B.O1CCCC1.O. Given the product [Br:1][C:2]1[CH:10]=[CH:9][C:5]([CH2:6][OH:7])=[CH:4][C:3]=1[F:11], predict the reactants needed to synthesize it.